This data is from Full USPTO retrosynthesis dataset with 1.9M reactions from patents (1976-2016). The task is: Predict the reactants needed to synthesize the given product. (1) Given the product [O:33]1[CH2:34][CH2:35][CH:30]([NH:29][C:8]2[CH:15]=[C:14]([C:16]3[C:24]4[CH2:23][C:22]([CH3:26])([CH3:25])[CH2:21][C:20](=[O:27])[C:19]=4[N:18]([CH3:28])[N:17]=3)[CH:13]=[CH:12][C:9]=2[C:10]#[N:11])[CH2:31][CH2:32]1, predict the reactants needed to synthesize it. The reactants are: CC(C)([O-])C.[Na+].Br[C:8]1[CH:15]=[C:14]([C:16]2[C:24]3[CH2:23][C:22]([CH3:26])([CH3:25])[CH2:21][C:20](=[O:27])[C:19]=3[N:18]([CH3:28])[N:17]=2)[CH:13]=[CH:12][C:9]=1[C:10]#[N:11].[NH2:29][CH:30]1[CH2:35][CH2:34][O:33][CH2:32][CH2:31]1.C1C=CC(P(C2C(C3C(P(C4C=CC=CC=4)C4C=CC=CC=4)=CC=C4C=3C=CC=C4)=C3C(C=CC=C3)=CC=2)C2C=CC=CC=2)=CC=1. (2) Given the product [CH2:1]([N:4]1[C:13]2[C:8](=[CH:9][C:10]([C:14]([NH2:20])=[O:16])=[CH:11][CH:12]=2)[CH2:7][CH2:6][CH2:5]1)[CH:2]=[CH2:3], predict the reactants needed to synthesize it. The reactants are: [CH2:1]([N:4]1[C:13]2[C:8](=[CH:9][C:10]([C:14]([OH:16])=O)=[CH:11][CH:12]=2)[CH2:7][CH2:6][CH2:5]1)[CH:2]=[CH2:3].C(C1NC=CN=1)(C1[NH:20]C=CN=1)=O.N. (3) Given the product [I:6][C:14]1[CH:15]=[CH:16][C:17]([C:30]23[CH2:37][CH2:36][C:33]([C:38]([O:40][CH2:41][CH3:42])=[O:39])([CH2:32][CH2:31]2)[CH2:34][CH2:35]3)=[CH:18][CH:19]=1, predict the reactants needed to synthesize it. The reactants are: FC(F)(F)C(O[I:6]([C:14]1[CH:19]=[CH:18][CH:17]=[CH:16][CH:15]=1)OC(=O)C(F)(F)F)=O.II.C1([C:30]23[CH2:37][CH2:36][C:33]([C:38]([O:40][CH2:41][CH3:42])=[O:39])([CH2:34][CH2:35]2)[CH2:32][CH2:31]3)C=CC=CC=1.S([O-])([O-])(=O)=S.[Na+].[Na+]. (4) Given the product [F:1][C:2]1[CH:28]=[C:27]([F:29])[CH:26]=[CH:25][C:3]=1[CH2:4][O:5][C:6]1[CH:11]=[C:10]([CH3:12])[N:9]([C:13]2[CH:14]=[C:15]([CH:20]=[CH:21][C:22]=2[CH3:23])[C:16]([OH:18])=[O:17])[C:8](=[O:24])[CH:7]=1, predict the reactants needed to synthesize it. The reactants are: [F:1][C:2]1[CH:28]=[C:27]([F:29])[CH:26]=[CH:25][C:3]=1[CH2:4][O:5][C:6]1[CH:11]=[C:10]([CH3:12])[N:9]([C:13]2[CH:14]=[C:15]([CH:20]=[CH:21][C:22]=2[CH3:23])[C:16]([O:18]C)=[O:17])[C:8](=[O:24])[CH:7]=1.[OH-].[Na+].Cl.